From a dataset of Full USPTO retrosynthesis dataset with 1.9M reactions from patents (1976-2016). Predict the reactants needed to synthesize the given product. (1) The reactants are: C1COCC1.Br[C:7]1[CH:8]=[C:9]2[C:14](=[CH:15][CH:16]=1)[N:13]=[CH:12][CH:11]=[N:10]2.[N:17]1[CH:22]=[CH:21][CH:20]=[CH:19][C:18]=1[C:23]1[C:24](B(O)O)=[C:25]2[CH2:30][CH2:29][CH2:28][N:26]2[N:27]=1.C(=O)([O-])[O-].[K+].[K+]. Given the product [N:17]1[CH:22]=[CH:21][CH:20]=[CH:19][C:18]=1[C:23]1[C:24]([C:7]2[CH:8]=[C:9]3[C:14](=[CH:15][CH:16]=2)[N:13]=[CH:12][CH:11]=[N:10]3)=[C:25]2[CH2:30][CH2:29][CH2:28][N:26]2[N:27]=1, predict the reactants needed to synthesize it. (2) Given the product [C:18]1([CH:17]([C:24]2[CH:29]=[CH:28][CH:27]=[CH:26][CH:25]=2)[N:30]2[CH2:33][CH:32]([O:1][C:2]3[C:7]4[CH:8]=[C:9]([CH3:11])[O:10][C:6]=4[CH:5]=[C:4]([C:12]([O:14][CH2:15][CH3:16])=[O:13])[CH:3]=3)[CH2:31]2)[CH:19]=[CH:20][CH:21]=[CH:22][CH:23]=1, predict the reactants needed to synthesize it. The reactants are: [OH:1][C:2]1[C:7]2[CH:8]=[C:9]([CH3:11])[O:10][C:6]=2[CH:5]=[C:4]([C:12]([O:14][CH2:15][CH3:16])=[O:13])[CH:3]=1.[CH:17]([N:30]1[CH2:33][CH:32](OS(C)(=O)=O)[CH2:31]1)([C:24]1[CH:29]=[CH:28][CH:27]=[CH:26][CH:25]=1)[C:18]1[CH:23]=[CH:22][CH:21]=[CH:20][CH:19]=1.C([O-])([O-])=O.[Cs+].[Cs+]. (3) Given the product [NH:10]1[C:11]2[C:16](=[CH:15][CH:14]=[CH:13][CH:12]=2)[C:8]([CH:5]2[CH2:6][CH2:7][N:2]([C:26]([C:23]3[CH:22]=[C:21]([CH2:20][C:19]4[CH:29]=[C:30]([F:33])[CH:31]=[CH:32][C:18]=4[F:17])[O:25][N:24]=3)=[O:27])[CH2:3][CH2:4]2)=[CH:9]1, predict the reactants needed to synthesize it. The reactants are: Cl.[NH:2]1[CH2:7][CH2:6][CH:5]([C:8]2[C:16]3[C:11](=[CH:12][CH:13]=[CH:14][CH:15]=3)[NH:10][CH:9]=2)[CH2:4][CH2:3]1.[F:17][C:18]1[CH:32]=[CH:31][C:30]([F:33])=[CH:29][C:19]=1[CH2:20][C:21]1[O:25][N:24]=[C:23]([C:26](O)=[O:27])[CH:22]=1.CN(C(ON1N=NC2C=CC=NC1=2)=[N+](C)C)C.F[P-](F)(F)(F)(F)F.C(N(CC)C(C)C)(C)C. (4) Given the product [NH2:26][C@@H:7]([CH2:6][C:4]1[C:3]2[CH:34]=[CH:35][CH:36]=[CH:37][C:2]=2[S:1][CH:5]=1)[C:8]([NH:10][CH:11]([C:19](=[O:25])[NH:20][CH2:21][CH2:22][O:23][CH3:24])[CH2:12][C:13]1[CH:14]=[CH:15][CH:16]=[CH:17][CH:18]=1)=[O:9], predict the reactants needed to synthesize it. The reactants are: [S:1]1[CH:5]=[C:4]([CH2:6][C@H:7]([NH:26]C(OC(C)(C)C)=O)[C:8]([NH:10][CH:11]([C:19](=[O:25])[NH:20][CH2:21][CH2:22][O:23][CH3:24])[CH2:12][C:13]2[CH:18]=[CH:17][CH:16]=[CH:15][CH:14]=2)=[O:9])[C:3]2[CH:34]=[CH:35][CH:36]=[CH:37][C:2]1=2.[Cl-].